Dataset: Reaction yield outcomes from USPTO patents with 853,638 reactions. Task: Predict the reaction yield, written as a fraction of the theoretical maximum amount of product (1.0 means a 100% yield; for example, 0.34 means a 34% yield). The reactants are [CH2:1]1[C:4]2([CH2:7][N:6]([CH2:8][C:9]3[CH:14]=[CH:13][C:12]([OH:15])=[C:11]([Cl:16])[CH:10]=3)[CH2:5]2)[CH2:3][O:2]1.CC1C=CC(S(O[CH:28]2[CH2:31][N:30]([C:32]([C:34]3[O:35][C:36]([C:39]4[CH:44]=[CH:43][CH:42]=[CH:41][CH:40]=4)=[N:37][N:38]=3)=[O:33])[CH2:29]2)(=O)=O)=CC=1. No catalyst specified. The product is [CH2:3]1[C:4]2([CH2:5][N:6]([CH2:8][C:9]3[CH:14]=[CH:13][C:12]([O:15][CH:28]4[CH2:29][N:30]([C:32]([C:34]5[O:35][C:36]([C:39]6[CH:44]=[CH:43][CH:42]=[CH:41][CH:40]=6)=[N:37][N:38]=5)=[O:33])[CH2:31]4)=[C:11]([Cl:16])[CH:10]=3)[CH2:7]2)[CH2:1][O:2]1. The yield is 0.510.